From a dataset of Merck oncology drug combination screen with 23,052 pairs across 39 cell lines. Regression. Given two drug SMILES strings and cell line genomic features, predict the synergy score measuring deviation from expected non-interaction effect. (1) Drug 1: CN1C(=O)C=CC2(C)C3CCC4(C)C(NC(=O)OCC(F)(F)F)CCC4C3CCC12. Drug 2: CC1CC2C3CCC4=CC(=O)C=CC4(C)C3(F)C(O)CC2(C)C1(O)C(=O)CO. Cell line: SW620. Synergy scores: synergy=5.49. (2) Drug 1: O=S1(=O)NC2(CN1CC(F)(F)F)C1CCC2Cc2cc(C=CCN3CCC(C(F)(F)F)CC3)ccc2C1. Drug 2: NC1CCCCC1N.O=C(O)C(=O)O.[Pt+2]. Cell line: MSTO. Synergy scores: synergy=-17.0. (3) Drug 1: Cc1nc(Nc2ncc(C(=O)Nc3c(C)cccc3Cl)s2)cc(N2CCN(CCO)CC2)n1. Drug 2: CCc1cnn2c(NCc3ccc[n+]([O-])c3)cc(N3CCCCC3CCO)nc12. Cell line: ES2. Synergy scores: synergy=8.09. (4) Drug 1: CN(C)C(=N)N=C(N)N. Drug 2: O=C(NOCC(O)CO)c1ccc(F)c(F)c1Nc1ccc(I)cc1F. Cell line: UWB1289BRCA1. Synergy scores: synergy=-0.210. (5) Drug 1: COc1cccc2c1C(=O)c1c(O)c3c(c(O)c1C2=O)CC(O)(C(=O)CO)CC3OC1CC(N)C(O)C(C)O1. Drug 2: Cn1cc(-c2cnn3c(N)c(Br)c(C4CCCNC4)nc23)cn1. Cell line: HT29. Synergy scores: synergy=36.7.